Dataset: Full USPTO retrosynthesis dataset with 1.9M reactions from patents (1976-2016). Task: Predict the reactants needed to synthesize the given product. Given the product [Cl:1][C:2]1[CH:3]=[CH:4][C:5]([C@H:8]2[N:15]3[C:11]([S:12][C:13]([C:19]([N:33]4[CH2:34][CH2:35][CH:31]([OH:30])[C@H:32]4[C:36]([N:38]([CH3:40])[CH3:39])=[O:37])=[O:21])=[C:14]3[CH:16]([CH3:17])[CH3:18])=[N:10][C@:9]2([C:23]2[CH:24]=[CH:25][C:26]([Cl:29])=[CH:27][CH:28]=2)[CH3:22])=[CH:6][CH:7]=1, predict the reactants needed to synthesize it. The reactants are: [Cl:1][C:2]1[CH:7]=[CH:6][C:5]([C@H:8]2[N:15]3[C:11]([S:12][C:13]([C:19]([OH:21])=O)=[C:14]3[CH:16]([CH3:18])[CH3:17])=[N:10][C@:9]2([C:23]2[CH:28]=[CH:27][C:26]([Cl:29])=[CH:25][CH:24]=2)[CH3:22])=[CH:4][CH:3]=1.[OH:30][C@H:31]1[CH2:35][CH2:34][NH:33][C@@H:32]1[C:36]([N:38]([CH3:40])[CH3:39])=[O:37].